Regression. Given a peptide amino acid sequence and an MHC pseudo amino acid sequence, predict their binding affinity value. This is MHC class II binding data. From a dataset of Peptide-MHC class II binding affinity with 134,281 pairs from IEDB. (1) The peptide sequence is TAKLRWFHERGYVKL. The MHC is DRB1_0901 with pseudo-sequence DRB1_0901. The binding affinity (normalized) is 0.671. (2) The peptide sequence is NYPIVQNLQGQMVHQAISPR. The MHC is DRB3_0202 with pseudo-sequence DRB3_0202. The binding affinity (normalized) is 0.264. (3) The MHC is DRB1_0301 with pseudo-sequence DRB1_0301. The binding affinity (normalized) is 0.686. The peptide sequence is LKRLWKMLDPRQGLAHHHHHH.